Dataset: Full USPTO retrosynthesis dataset with 1.9M reactions from patents (1976-2016). Task: Predict the reactants needed to synthesize the given product. Given the product [CH3:22][C:23]1[CH:28]=[CH:27][C:26]([S:29]([O:1][CH2:2][CH2:3][CH2:4][CH2:5][CH2:6][NH:7][C:8]([O:9][C:10]([CH3:11])([CH3:13])[CH3:12])=[O:14])(=[O:31])=[O:30])=[CH:25][CH:24]=1, predict the reactants needed to synthesize it. The reactants are: [OH:1][CH2:2][CH2:3][CH2:4][CH2:5][CH2:6][NH:7][C:8](=[O:14])[O:9][C:10]([CH3:13])([CH3:12])[CH3:11].CCN(CC)CC.[CH3:22][C:23]1[CH:28]=[CH:27][C:26]([S:29](Cl)(=[O:31])=[O:30])=[CH:25][CH:24]=1.